Dataset: Reaction yield outcomes from USPTO patents with 853,638 reactions. Task: Predict the reaction yield, written as a fraction of the theoretical maximum amount of product (1.0 means a 100% yield; for example, 0.34 means a 34% yield). (1) The reactants are [CH2:1]([C@H:8]1[N:13]([C:14](=[O:34])[CH2:15][CH2:16][C:17]2[CH:22]=[CH:21][CH:20]=[CH:19][C:18]=2[O:23][C:24]2[CH:29]=[CH:28][CH:27]=[CH:26][C:25]=2/[CH:30]=[CH:31]/[C:32]#[N:33])[CH2:12][CH2:11][N:10](C(OC(C)(C)C)=O)[CH2:9]1)[C:2]1[CH:7]=[CH:6][CH:5]=[CH:4][CH:3]=1.[C:42](OC(=O)C)(=[O:44])[CH3:43]. The catalyst is [Ni]. The product is [CH2:1]([C@@H:8]1[CH2:9][NH:10][CH2:11][CH2:12][N:13]1[C:14](=[O:34])[CH2:15][CH2:16][C:17]1[CH:22]=[CH:21][CH:20]=[CH:19][C:18]=1[O:23][C:24]1[CH:29]=[CH:28][CH:27]=[CH:26][C:25]=1[CH2:30][CH2:31][CH2:32][NH:33][C:42](=[O:44])[CH3:43])[C:2]1[CH:3]=[CH:4][CH:5]=[CH:6][CH:7]=1. The yield is 0.111. (2) The reactants are Br[C:2]1[CH:7]=[CH:6][N:5]2[C:8]([CH2:14][O:15][CH:16]3[CH2:21][CH2:20][CH2:19][CH2:18][CH2:17]3)=[C:9]([CH:11]([CH3:13])[CH3:12])[N:10]=[C:4]2[CH:3]=1.C[S-:23].[Na+].O. The catalyst is CC(N(C)C)=O. The product is [CH:16]1([O:15][CH2:14][C:8]2[N:5]3[CH:6]=[CH:7][C:2]([SH:23])=[CH:3][C:4]3=[N:10][C:9]=2[CH:11]([CH3:13])[CH3:12])[CH2:21][CH2:20][CH2:19][CH2:18][CH2:17]1. The yield is 0.820. (3) The reactants are [C:1]([C:3]1[CH:4]=[N:5][CH:6]=[C:7]([CH:20]=1)[C:8]([N:10]=[S@@:11]([CH3:19])(=[O:18])[C:12]1[CH:17]=[CH:16][CH:15]=[CH:14][CH:13]=1)=[O:9])#[CH:2].I[C:22]1[NH:26][C:25]([CH3:27])=[N:24][CH:23]=1. No catalyst specified. The product is [CH3:27][C:25]1[NH:24][C:23]([C:2]#[C:1][C:3]2[CH:4]=[N:5][CH:6]=[C:7]([CH:20]=2)[C:8]([N:10]=[S@@:11]([CH3:19])(=[O:18])[C:12]2[CH:13]=[CH:14][CH:15]=[CH:16][CH:17]=2)=[O:9])=[CH:22][N:26]=1. The yield is 0.510. (4) The reactants are C(O)C.[CH:4]1([C:10]2[C:18]3[C:17](=[O:19])[NH:16][C:15]([C:20]4[CH:25]=[CH:24][C:23]([N:26]5[CH2:31][CH2:30][C:29](=[O:32])[CH2:28][CH2:27]5)=[CH:22][C:21]=4[O:33][CH3:34])=[N:14][C:13]=3[N:12]([CH3:35])[N:11]=2)[CH2:9][CH2:8][CH2:7][CH2:6][CH2:5]1.[BH4-].[Na+]. The catalyst is CC(C)=O. The product is [CH:4]1([C:10]2[C:18]3[C:17](=[O:19])[NH:16][C:15]([C:20]4[CH:25]=[CH:24][C:23]([N:26]5[CH2:31][CH2:30][CH:29]([OH:32])[CH2:28][CH2:27]5)=[CH:22][C:21]=4[O:33][CH3:34])=[N:14][C:13]=3[N:12]([CH3:35])[N:11]=2)[CH2:5][CH2:6][CH2:7][CH2:8][CH2:9]1. The yield is 0.770. (5) The reactants are [F:1][C:2]1([F:44])[CH2:7][C@H:6]([O:8][C:9]2[CH:14]=[CH:13][C:12]([S:15]([N:18](CC3C=CC(OC)=CC=3OC)[C:19]3[CH:24]=[CH:23][N:22]=[CH:21][N:20]=3)(=[O:17])=[O:16])=[C:11]([F:36])[C:10]=2[F:37])[C@@H:5]([C:38]2[N:42]([CH3:43])[N:41]=[CH:40][CH:39]=2)[CH2:4][CH2:3]1.C([SiH](CC)CC)C.FC(F)(F)C(O)=O. The catalyst is ClCCl. The product is [F:44][C:2]1([F:1])[CH2:7][C@H:6]([O:8][C:9]2[CH:14]=[CH:13][C:12]([S:15]([NH:18][C:19]3[CH:24]=[CH:23][N:22]=[CH:21][N:20]=3)(=[O:16])=[O:17])=[C:11]([F:36])[C:10]=2[F:37])[C@@H:5]([C:38]2[N:42]([CH3:43])[N:41]=[CH:40][CH:39]=2)[CH2:4][CH2:3]1. The yield is 0.810. (6) The reactants are [Cl:1][C:2]1[CH:7]=[CH:6][C:5]([C:8]2[O:9][C:10]3[CH:11]=[C:12]4[C:18](=[O:19])[N:17]([CH2:20][C:21]([CH3:27])([CH3:26])[CH2:22][C:23]([OH:25])=[O:24])[C:16](=[S:28])[N:13]4[C:14]=3[CH:15]=2)=[CH:4][CH:3]=1.O[N:30]1[C:35](=[O:36])[C:34]2[CH:37]=[CH:38][CH:39]=[CH:40][C:33]=2[NH:32][NH:31]1.CCN(CC)CC. The catalyst is C1COCC1.CN(C)C1C=CN=CC=1.CCOC(C)=O.CCCCCC.C(Cl)(Cl)Cl. The product is [O:36]=[C:35]1[N:30]([O:24][C:23](=[O:25])[CH2:22][C:21]([CH3:26])([CH3:27])[CH2:20][N:17]2[C:16](=[S:28])[N:13]3[C:14]4[CH:15]=[C:8]([C:5]5[CH:6]=[CH:7][C:2]([Cl:1])=[CH:3][CH:4]=5)[O:9][C:10]=4[CH:11]=[C:12]3[C:18]2=[O:19])[N:31]=[N:32][C:33]2[CH:40]=[CH:39][CH:38]=[CH:37][C:34]1=2. The yield is 0.200.